From a dataset of Full USPTO retrosynthesis dataset with 1.9M reactions from patents (1976-2016). Predict the reactants needed to synthesize the given product. Given the product [C:8]([C:7]1[C:2]([NH:27][C:26]2[C:18]([CH3:17])=[C:19]3[C:23](=[CH:24][CH:25]=2)[NH:22][CH:21]=[CH:20]3)=[C:3]2[CH:12]=[C:11]([C:13]([O:15][CH3:16])=[O:14])[S:10][C:4]2=[N:5][CH:6]=1)#[N:9], predict the reactants needed to synthesize it. The reactants are: Cl[C:2]1[C:7]([C:8]#[N:9])=[CH:6][N:5]=[C:4]2[S:10][C:11]([C:13]([O:15][CH3:16])=[O:14])=[CH:12][C:3]=12.[CH3:17][C:18]1[C:26]([NH2:27])=[CH:25][CH:24]=[C:23]2[C:19]=1[CH:20]=[CH:21][NH:22]2.